Dataset: NCI-60 drug combinations with 297,098 pairs across 59 cell lines. Task: Regression. Given two drug SMILES strings and cell line genomic features, predict the synergy score measuring deviation from expected non-interaction effect. Drug 1: CS(=O)(=O)C1=CC(=C(C=C1)C(=O)NC2=CC(=C(C=C2)Cl)C3=CC=CC=N3)Cl. Drug 2: CC1CCCC2(C(O2)CC(NC(=O)CC(C(C(=O)C(C1O)C)(C)C)O)C(=CC3=CSC(=N3)C)C)C. Cell line: CCRF-CEM. Synergy scores: CSS=-0.157, Synergy_ZIP=-0.638, Synergy_Bliss=-4.52, Synergy_Loewe=-9.88, Synergy_HSA=-8.48.